Dataset: Catalyst prediction with 721,799 reactions and 888 catalyst types from USPTO. Task: Predict which catalyst facilitates the given reaction. (1) Reactant: [NH:1]1[C:9]2[C:4](=[CH:5][CH:6]=[CH:7][CH:8]=2)[C:3](/[CH:10]=[C:11]2\[O:12][C:13]3[C:20]([O:21][CH:22]4[CH2:27][CH2:26][N:25](C(OC(C)(C)C)=O)[CH2:24][CH2:23]4)=[C:19]([O:35][CH3:36])[CH:18]=[CH:17][C:14]=3[C:15]\2=[O:16])=[N:2]1.Cl. Product: [NH:1]1[C:9]2[C:4](=[CH:5][CH:6]=[CH:7][CH:8]=2)[C:3](/[CH:10]=[C:11]2\[O:12][C:13]3[C:20]([O:21][CH:22]4[CH2:27][CH2:26][NH:25][CH2:24][CH2:23]4)=[C:19]([O:35][CH3:36])[CH:18]=[CH:17][C:14]=3[C:15]\2=[O:16])=[N:2]1. The catalyst class is: 135. (2) Reactant: [ClH:1].C(OC([N:9]1[CH2:13][C@H:12]([O:14][C:15]2[CH:20]=[CH:19][CH:18]=[CH:17][C:16]=2[O:21][CH3:22])[CH2:11][C@@H:10]1[C@H:23]1[O:27]C(C)(C)[N:25]([C:30](=[O:32])[CH3:31])[C@H:24]1[CH2:33][C:34]1[CH:39]=[C:38]([F:40])[CH:37]=[C:36]([F:41])[CH:35]=1)=O)(C)(C)C. Product: [ClH:1].[F:41][C:36]1[CH:35]=[C:34]([CH:39]=[C:38]([F:40])[CH:37]=1)[CH2:33][C@H:24]([NH:25][C:30](=[O:32])[CH3:31])[C@H:23]([OH:27])[C@H:10]1[CH2:11][C@@H:12]([O:14][C:15]2[CH:20]=[CH:19][CH:18]=[CH:17][C:16]=2[O:21][CH3:22])[CH2:13][NH:9]1. The catalyst class is: 12. (3) Reactant: [Li+].[OH-:2].[S:3]1[CH:7]=[N:6][N:5]=[C:4]1[NH:8][C:9]1[CH:10]=[C:11]([B-:15](F)(F)F)[CH:12]=[CH:13][CH:14]=1.[K+].[NH4+].[Cl-].Cl.[OH2:23]. Product: [S:3]1[CH:7]=[N:6][N:5]=[C:4]1[NH:8][C:9]1[CH:10]=[C:11]([B:15]([OH:23])[OH:2])[CH:12]=[CH:13][CH:14]=1. The catalyst class is: 210. (4) The catalyst class is: 7. Product: [F:1][C:2]1[CH:7]=[CH:6][C:5]([NH:8][C:9]([O:11][N:12]=[C:13]2[CH2:14][CH2:15][N:16]([C:19]([O:21][C:22]([CH3:25])([CH3:24])[CH3:23])=[O:20])[CH2:17][CH2:18]2)=[O:10])=[CH:4][CH:3]=1. Reactant: [F:1][C:2]1[CH:7]=[CH:6][C:5]([N:8]=[C:9]=[O:10])=[CH:4][CH:3]=1.[OH:11][N:12]=[C:13]1[CH2:18][CH2:17][N:16]([C:19]([O:21][C:22]([CH3:25])([CH3:24])[CH3:23])=[O:20])[CH2:15][CH2:14]1.C(N(CC)CC)C. (5) Reactant: [CH2:1]([O:8][C:9]1[CH:14]=[CH:13][C:12]([C:15](=[O:17])[CH3:16])=[CH:11][C:10]=1[CH3:18])[C:2]1[CH:7]=[CH:6][CH:5]=[CH:4][CH:3]=1.C([N-]C(C)C)(C)C.[Li+].[CH3:27][C:28]1[N:29]=[C:30]([C:35]2[CH:40]=[CH:39][C:38]([C:41]([F:44])([F:43])[F:42])=[CH:37][CH:36]=2)[S:31][C:32]=1[CH:33]=O.C1(C)C(S(O)(=O)=O)=CC=CC=1. Product: [CH2:1]([O:8][C:9]1[CH:14]=[CH:13][C:12]([C:15](=[O:17])[CH:16]=[CH:33][C:32]2[S:31][C:30]([C:35]3[CH:36]=[CH:37][C:38]([C:41]([F:44])([F:42])[F:43])=[CH:39][CH:40]=3)=[N:29][C:28]=2[CH3:27])=[CH:11][C:10]=1[CH3:18])[C:2]1[CH:3]=[CH:4][CH:5]=[CH:6][CH:7]=1. The catalyst class is: 506. (6) Reactant: [ClH:1].C([O:9][CH2:10][C:11]([N:13]([CH2:15][CH2:16][N:17]([CH3:19])[CH3:18])[CH3:14])=[O:12])C1C=CC=CC=1.[H][H]. Product: [CH3:18][N:17]([CH3:19])[CH2:16][CH2:15][N:13]([CH3:14])[C:11](=[O:12])[CH2:10][OH:9].[ClH:1]. The catalyst class is: 43.